The task is: Predict the reactants needed to synthesize the given product.. This data is from Full USPTO retrosynthesis dataset with 1.9M reactions from patents (1976-2016). (1) Given the product [CH2:1]([O:3][C:4](=[O:38])[CH:5]([C:22]1[N:23]([CH3:37])[C:24]2[C:29]([C:30]=1[S:31][C:32]([CH3:35])([CH3:33])[CH3:34])=[CH:28][C:27]([OH:36])=[CH:26][CH:25]=2)[CH2:6][C:7]1[CH:12]=[CH:11][CH:10]=[C:9]([C:40]2[CH:45]=[CH:44][C:43]([C:46]([F:49])([F:48])[F:47])=[CH:42][N:41]=2)[CH:8]=1)[CH3:2], predict the reactants needed to synthesize it. The reactants are: [CH2:1]([O:3][C:4](=[O:38])[CH:5]([C:22]1[N:23]([CH3:37])[C:24]2[C:29]([C:30]=1[S:31][C:32]([CH3:35])([CH3:34])[CH3:33])=[CH:28][C:27]([OH:36])=[CH:26][CH:25]=2)[CH2:6][C:7]1[CH:12]=[CH:11][CH:10]=[C:9](B2OC(C)(C)C(C)(C)O2)[CH:8]=1)[CH3:2].Br[C:40]1[CH:45]=[CH:44][C:43]([C:46]([F:49])([F:48])[F:47])=[CH:42][N:41]=1.C(=O)([O-])[O-].[K+].[K+].COCCOC. (2) Given the product [CH:1]([C:4]1[S:5][CH:6]=[C:7](/[CH:9]=[CH:29]/[C:28]2[C:24]([O:23][CH2:22][O:21][CH3:20])=[N:25][N:26]([C:31]3[CH:36]=[CH:35][CH:34]=[CH:33][CH:32]=3)[CH:27]=2)[N:8]=1)([CH3:2])[CH3:3], predict the reactants needed to synthesize it. The reactants are: [CH:1]([C:4]1[S:5][CH:6]=[C:7]([CH2:9]P(=O)(OCC)OCC)[N:8]=1)([CH3:3])[CH3:2].[H-].[Na+].[CH3:20][O:21][CH2:22][O:23][C:24]1[C:28]([CH:29]=O)=[CH:27][N:26]([C:31]2[CH:36]=[CH:35][CH:34]=[CH:33][CH:32]=2)[N:25]=1.O. (3) The reactants are: [CH:1]1([C@@H:4]([NH2:6])[CH3:5])[CH2:3][CH2:2]1.[Br:7][C:8]1[CH:9]=[CH:10][C:11]([C:14](O)=[O:15])=[N:12][CH:13]=1.F[P-](F)(F)(F)(F)F.N1(O[P+](N(C)C)(N(C)C)N(C)C)C2C=CC=CC=2N=N1.C(N(CC)C(C)C)(C)C.C([O-])([O-])=O.[Na+].[Na+]. Given the product [Br:7][C:8]1[CH:9]=[CH:10][C:11]([C:14]([NH:6][C@H:4]([CH:1]2[CH2:3][CH2:2]2)[CH3:5])=[O:15])=[N:12][CH:13]=1, predict the reactants needed to synthesize it. (4) Given the product [OH:1][CH2:2][CH2:3][N:4]1[CH2:9][CH2:8][N:7]([C:15]([NH2:14])=[O:16])[CH2:6][CH2:5]1, predict the reactants needed to synthesize it. The reactants are: [OH:1][CH2:2][CH2:3][N:4]1[CH2:9][CH2:8][NH:7][CH2:6][CH2:5]1.C[Si]([N:14]=[C:15]=[O:16])(C)C. (5) Given the product [CH3:14][C@H:9]1[CH2:10][O:11][CH2:12][CH2:13][N:8]1[C:6]1[CH:5]=[C:4]([C:15]([S:18]([CH3:21])(=[O:20])=[O:19])([CH3:17])[CH3:16])[N:3]=[C:2]([C:24]2[CH:23]=[C:22]3[C:27](=[N:26][CH:25]=2)[NH:28][CH:29]=[CH:30]3)[N:7]=1, predict the reactants needed to synthesize it. The reactants are: Cl[C:2]1[N:7]=[C:6]([N:8]2[CH2:13][CH2:12][O:11][CH2:10][C@@H:9]2[CH3:14])[CH:5]=[C:4]([C:15]([S:18]([CH3:21])(=[O:20])=[O:19])([CH3:17])[CH3:16])[N:3]=1.[C:22]12[CH:30]=[CH:29][NH:28][C:27]1=[N:26][CH:25]=[C:24](B(O)O)[CH:23]=2.C(=O)([O-])[O-].[Na+].[Na+]. (6) Given the product [N+:36]([C:33]1[CH:34]=[CH:35][C:30]([NH:29][CH:26]2[CH2:25][CH2:24][CH:23]([O:22][CH2:21][CH2:20][NH:19][C:3](=[O:5])[C:2]([NH:8][C:9]3[CH:18]=[CH:17][C:16]4[C:11](=[CH:12][CH:13]=[CH:14][CH:15]=4)[N:10]=3)=[O:1])[CH2:28][CH2:27]2)=[CH:31][C:32]=1[C:39]([F:40])([F:41])[F:42])([O-:38])=[O:37], predict the reactants needed to synthesize it. The reactants are: [O:1]=[C:2]([NH:8][C:9]1[CH:18]=[CH:17][C:16]2[C:11](=[CH:12][CH:13]=[CH:14][CH:15]=2)[N:10]=1)[C:3]([O:5]CC)=O.[NH2:19][CH2:20][CH2:21][O:22][CH:23]1[CH2:28][CH2:27][CH:26]([NH:29][C:30]2[CH:35]=[CH:34][C:33]([N+:36]([O-:38])=[O:37])=[C:32]([C:39]([F:42])([F:41])[F:40])[CH:31]=2)[CH2:25][CH2:24]1. (7) Given the product [Cl:1][C:2]1[C:7]([Cl:8])=[C:6]([C:9]([OH:18])([C:10]([F:11])([F:13])[F:12])[C:14]([F:15])([F:16])[F:17])[CH:5]=[CH:4][C:3]=1[C:19]1[S:23][C:22]([C:24]([NH2:56])=[O:26])=[N:21][C:20]=1[C:29]([N:30]([CH2:33][CH3:34])[CH2:31][CH3:32])=[O:35], predict the reactants needed to synthesize it. The reactants are: [Cl:1][C:2]1[C:7]([Cl:8])=[C:6]([C:9]([OH:18])([C:14]([F:17])([F:16])[F:15])[C:10]([F:13])([F:12])[F:11])[CH:5]=[CH:4][C:3]=1[C:19]1[S:23][C:22]([C:24]([O:26]CC)=O)=[N:21][C:20]=1[C:29](=[O:35])[N:30]([CH2:33][CH3:34])[CH2:31][CH3:32].ClC1C(Cl)=C(C(O)(C(F)(F)F)C(F)(F)F)C=CC=1C1SC(C([O-])=O)=[N:56]C=1C(=O)N(CC)CC.[Li+].N.C(O)C.